This data is from Full USPTO retrosynthesis dataset with 1.9M reactions from patents (1976-2016). The task is: Predict the reactants needed to synthesize the given product. (1) Given the product [CH3:41][C:42]1[C:47]([NH:48][C:13]([C:15]2[CH:16]=[CH:17][C:18]3[C@:24]4([CH2:32][C:33]5[CH:38]=[CH:37][CH:36]=[CH:35][CH:34]=5)[CH2:25][CH2:26][C@@:27]([CH2:30][CH3:31])([OH:29])[CH2:28][C@@H:23]4[CH2:22][C:21](=[O:39])[CH2:20][C:19]=3[CH:40]=2)=[O:12])=[CH:46][CH:45]=[CH:44][N:43]=1, predict the reactants needed to synthesize it. The reactants are: [Li+].C[Si]([N-][Si](C)(C)C)(C)C.C[O:12][C:13]([C:15]1[CH:16]=[CH:17][C:18]2[C@:24]3([CH2:32][C:33]4[CH:38]=[CH:37][CH:36]=[CH:35][CH:34]=4)[CH2:25][CH2:26][C@@:27]([CH2:30][CH3:31])([OH:29])[CH2:28][C@@H:23]3[CH2:22][C:21](=[O:39])[CH2:20][C:19]=2[CH:40]=1)=O.[CH3:41][C:42]1[C:47]([NH2:48])=[CH:46][CH:45]=[CH:44][N:43]=1. (2) Given the product [N+:1]([C:4]1[CH:5]=[CH:6][C:7]([C:10](=[CH2:15])[CH2:11][OH:12])=[CH:8][CH:9]=1)([O-:3])=[O:2], predict the reactants needed to synthesize it. The reactants are: [N+:1]([C:4]1[CH:9]=[CH:8][C:7]([C:10](=[CH2:15])[C:11](OC)=[O:12])=[CH:6][CH:5]=1)([O-:3])=[O:2].CC(C[AlH]CC(C)C)C. (3) Given the product [C:9]([C:6]1[CH:7]=[C:2]([Cl:1])[CH:3]=[CH:4][C:5]=1[OH:8])([CH3:12])([CH3:11])[CH3:10], predict the reactants needed to synthesize it. The reactants are: [Cl:1][C:2]1[CH:7]=[CH:6][C:5]([OH:8])=[CH:4][CH:3]=1.[C:9](O)([CH3:12])([CH3:11])[CH3:10].S(=O)(=O)(O)O.